The task is: Predict the product of the given reaction.. This data is from Forward reaction prediction with 1.9M reactions from USPTO patents (1976-2016). (1) Given the reactants [F:1][C:2]1[CH:3]=[C:4]2[C:9](=[CH:10][CH:11]=1)[N:8]=[CH:7][CH:6]=[C:5]2[SH:12].Br[C:14]1([C:18]([O:20][CH2:21][CH3:22])=[O:19])[CH2:17][CH2:16][CH2:15]1.C(=O)([O-])[O-].[Cs+].[Cs+], predict the reaction product. The product is: [F:1][C:2]1[CH:3]=[C:4]2[C:9](=[CH:10][CH:11]=1)[N:8]=[CH:7][CH:6]=[C:5]2[S:12][C:14]1([C:18]([O:20][CH2:21][CH3:22])=[O:19])[CH2:17][CH2:16][CH2:15]1. (2) Given the reactants [F:1][C:2]1[CH:3]=[C:4]2[C:14](=[CH:15][CH:16]=1)[C:7]([CH2:8][C@@H:9]([C:11](O)=[O:12])[NH2:10])=[CH:6][NH:5]2, predict the reaction product. The product is: [NH2:10][CH:9]([CH2:8][C:7]1[C:14]2[C:4](=[CH:3][C:2]([F:1])=[CH:16][CH:15]=2)[NH:5][CH:6]=1)[CH2:11][OH:12]. (3) Given the reactants [N+:1]([C:4]1[CH:5]=[C:6]([C:10]2[O:11][CH:12]=[N:13][N:14]=2)[CH:7]=[CH:8][CH:9]=1)([O-])=O.[H][H], predict the reaction product. The product is: [O:11]1[CH:12]=[N:13][N:14]=[C:10]1[C:6]1[CH:5]=[C:4]([CH:9]=[CH:8][CH:7]=1)[NH2:1]. (4) Given the reactants [Br:1][C:2]1[CH:3]=[C:4]2[C:9](Cl)=[C:8]([C:11]([NH2:13])=[O:12])[CH:7]=[N:6][N:5]2[CH:14]=1.Cl.[F:16][C:17]([CH3:22])([CH3:21])[C@H:18]([NH2:20])[CH3:19].FC(C)(C)[C@H](NC1C2N(C=CC=2)N=CC=1C(N)=O)C.C(N(C(C)C)CC)(C)C, predict the reaction product. The product is: [Br:1][C:2]1[CH:3]=[C:4]2[C:9]([NH:20][C@H:18]([CH3:19])[C:17]([F:16])([CH3:22])[CH3:21])=[C:8]([C:11]([NH2:13])=[O:12])[CH:7]=[N:6][N:5]2[CH:14]=1. (5) Given the reactants C([C:4]1[CH:5]=[N:6][N:7]([C:10]2[CH:15]=[C:14]([C:16]([OH:18])=[O:17])[CH:13]=[CH:12][N:11]=2)[C:8]=1[OH:9])(O)=O, predict the reaction product. The product is: [OH:9][C:8]1[N:7]([C:10]2[CH:15]=[C:14]([CH:13]=[CH:12][N:11]=2)[C:16]([OH:18])=[O:17])[N:6]=[CH:5][CH:4]=1. (6) Given the reactants C(OC([NH:8][CH:9]1[CH2:14][CH2:13][CH:12]([NH:15][C:16]2[CH:25]=[CH:24][CH:23]=[C:22]3[C:17]=2[C:18]([F:26])=[CH:19][N:20]=[CH:21]3)[CH2:11][CH2:10]1)=O)(C)(C)C.[ClH:27].CO, predict the reaction product. The product is: [ClH:27].[F:26][C:18]1[C:17]2[C:22](=[CH:23][CH:24]=[CH:25][C:16]=2[NH:15][CH:12]2[CH2:13][CH2:14][CH:9]([NH2:8])[CH2:10][CH2:11]2)[CH:21]=[N:20][CH:19]=1. (7) Given the reactants [OH:1][C:2]1[CH:11]=[CH:10][C:5]([C:6]([O:8][CH3:9])=[O:7])=[CH:4][C:3]=1[N+:12]([O-:14])=[O:13].[I:15]Cl.O, predict the reaction product. The product is: [OH:1][C:2]1[C:3]([N+:12]([O-:14])=[O:13])=[CH:4][C:5]([C:6]([O:8][CH3:9])=[O:7])=[CH:10][C:11]=1[I:15].